Dataset: Reaction yield outcomes from USPTO patents with 853,638 reactions. Task: Predict the reaction yield, written as a fraction of the theoretical maximum amount of product (1.0 means a 100% yield; for example, 0.34 means a 34% yield). (1) The reactants are C([O:5][C:6](=O)[NH:7][C@H:8]1[CH2:13][CH2:12][C@H:11]([NH:14][C:15]2[N:24]=[C:23]([N:25]([CH3:27])[CH3:26])[C:22]3[C:17](=[CH:18][CH:19]=[CH:20][CH:21]=3)[N:16]=2)[CH2:10][CH2:9]1)(C)(C)C.C(O)(C(F)(F)F)=O.[F:36][C:37]1(C(O)=O)[CH:42]=[CH:41][C:40]([C:43]2[CH:48]=[CH:47][CH:46]=[CH:45][CH:44]=2)=[CH:39][CH2:38]1.C1C=NC2N(O)N=NC=2C=1.CCN=C=NCCCN(C)C.Cl.C(N(C(C)C)CC)(C)C. The product is [CH3:27][N:25]([CH3:26])[C:23]1[C:22]2[C:17](=[CH:18][CH:19]=[CH:20][CH:21]=2)[N:16]=[C:15]([NH:14][C@H:11]2[CH2:12][CH2:13][C@H:8]([NH:7][C:6]([C:46]3[CH:45]=[CH:44][C:43]([C:40]4[CH:39]=[CH:38][C:37]([F:36])=[CH:42][CH:41]=4)=[CH:48][CH:47]=3)=[O:5])[CH2:9][CH2:10]2)[N:24]=1. The yield is 0.210. The catalyst is C(Cl)Cl. (2) The reactants are [Cl:1][C:2]1[CH:3]=[C:4]([NH:8][C:9](=[O:23])[C:10]2[CH:15]=[CH:14][CH:13]=[N:12][C:11]=2[NH:16][C@@H:17]2[CH2:22][CH2:21][CH2:20][NH:19][CH2:18]2)[CH:5]=[CH:6][CH:7]=1.ClC1C=C(N[C:32](=[O:50])[C:33]2C=CC=NC=2NC2CC(C)(C)NC(C)(C)C2)C=CC=1. No catalyst specified. The product is [Cl:1][C:2]1[CH:3]=[C:4]([NH:8][C:9](=[O:23])[C:10]2[CH:15]=[CH:14][CH:13]=[N:12][C:11]=2[NH:16][C@@H:17]2[CH2:22][CH2:21][CH2:20][N:19]([CH2:33][CH2:32][OH:50])[CH2:18]2)[CH:5]=[CH:6][CH:7]=1. The yield is 0.647. (3) The reactants are Br[C:2]1[C:3]2[CH:10]=[CH:9][CH:8]=[CH:7][C:4]=2[S:5][CH:6]=1.CN([CH:14]=[O:15])C.[Br:16]Br. The catalyst is CCOCC.[Li]C(C)(C)C.CCCCCC.Cl. The product is [Br:16][C:6]1[S:5][C:4]2[CH:7]=[CH:8][CH:9]=[CH:10][C:3]=2[C:2]=1[CH:14]=[O:15]. The yield is 0.0700. (4) The yield is 0.600. The reactants are [C:1]([NH:4][NH:5][C:6](=[O:37])[C:7]1[CH:12]=[CH:11][C:10]([O:13][C:14]2[CH:19]=[C:18]([C:20]3[NH:21][C:22]([C:25]4[S:26][CH:27]=[CH:28][N:29]=4)=[CH:23][CH:24]=3)[CH:17]=[C:16]([O:30][C@@H:31]([CH3:35])[CH2:32][O:33][CH3:34])[CH:15]=2)=[C:9]([F:36])[CH:8]=1)(=O)[CH3:2].C(N(CC)CC)C. The product is [F:36][C:9]1[CH:8]=[C:7]([C:6]2[O:37][C:1]([CH3:2])=[N:4][N:5]=2)[CH:12]=[CH:11][C:10]=1[O:13][C:14]1[CH:19]=[C:18]([C:20]2[NH:21][C:22]([C:25]3[S:26][CH:27]=[CH:28][N:29]=3)=[CH:23][CH:24]=2)[CH:17]=[C:16]([O:30][C@@H:31]([CH3:35])[CH2:32][O:33][CH3:34])[CH:15]=1. The catalyst is C(#N)C. (5) The reactants are [CH3:1][C:2]1([CH3:9])[O:6][C@@H:5]([CH2:7][OH:8])[CH2:4][O:3]1.C(N(CC)CC)C.[CH3:17][S:18](Cl)(=[O:20])=[O:19]. The catalyst is ClCCl.O. The product is [CH3:1][C:2]1([CH3:9])[O:6][C@@H:5]([CH2:7][O:8][S:18]([CH3:17])(=[O:20])=[O:19])[CH2:4][O:3]1. The yield is 1.00. (6) The reactants are O1[C:5]2([CH2:10][CH2:9][CH:8]([N:11]3[C:16](=[O:17])[C:15]([CH2:18][C:19]4[CH:24]=[CH:23][C:22]([C:25]5[CH:30]=[CH:29][CH:28]=[CH:27][C:26]=5[C:31]5[NH:35][C:34](=[O:36])[O:33][N:32]=5)=[CH:21][C:20]=4[F:37])=[C:14]([CH2:38][CH2:39][CH3:40])[N:13]4[N:41]=[C:42]([CH3:44])[N:43]=[C:12]34)[CH2:7][CH2:6]2)[O:4]CC1.Cl.C(=O)([O-])O.[Na+]. The catalyst is O1CCCC1. The product is [F:37][C:20]1[CH:21]=[C:22]([C:25]2[CH:30]=[CH:29][CH:28]=[CH:27][C:26]=2[C:31]2[NH:35][C:34](=[O:36])[O:33][N:32]=2)[CH:23]=[CH:24][C:19]=1[CH2:18][C:15]1[C:16](=[O:17])[N:11]([CH:8]2[CH2:9][CH2:10][C:5](=[O:4])[CH2:6][CH2:7]2)[C:12]2[N:13]([N:41]=[C:42]([CH3:44])[N:43]=2)[C:14]=1[CH2:38][CH2:39][CH3:40]. The yield is 0.740. (7) The product is [Cl:1][C:2]1[CH:7]=[CH:6][C:5]([S:8][CH2:9][C:10]2[CH:11]=[N:12][NH:13][C:14](=[O:16])[CH:15]=2)=[CH:4][CH:3]=1. The yield is 0.810. The catalyst is C(Cl)Cl. The reactants are [Cl:1][C:2]1[CH:7]=[CH:6][C:5]([S:8][CH2:9][C:10]2[CH:11]=[N:12][N:13](C(OC(C)(C)C)=O)[C:14](=[O:16])[CH:15]=2)=[CH:4][CH:3]=1.C(O)(C(F)(F)F)=O.